From a dataset of Full USPTO retrosynthesis dataset with 1.9M reactions from patents (1976-2016). Predict the reactants needed to synthesize the given product. (1) Given the product [OH:11][C:8]([C:5]1[CH:4]=[CH:3][C:2]([C:23]2([OH:26])[CH2:24][CH2:25][C:20]3([O:27][CH2:17][CH2:18][O:19]3)[CH2:21][CH2:22]2)=[N:7][CH:6]=1)([CH3:10])[CH3:9], predict the reactants needed to synthesize it. The reactants are: Br[C:2]1[N:7]=[CH:6][C:5]([C:8]([OH:11])([CH3:10])[CH3:9])=[CH:4][CH:3]=1.C([Li])CCC.[CH2:17]1[O:27][C:20]2([CH2:25][CH2:24][C:23](=[O:26])[CH2:22][CH2:21]2)[O:19][CH2:18]1. (2) Given the product [OH:4][CH:5]1[C:9]2[N:10]=[CH:11][N:12]=[C:13]([N:14]3[CH2:19][CH2:18][N:17]([C:20]([O:22][C:23]([CH3:26])([CH3:25])[CH3:24])=[O:21])[CH2:16][CH2:15]3)[C:8]=2[C@H:7]([CH3:27])[CH2:6]1, predict the reactants needed to synthesize it. The reactants are: C([O:4][CH:5]1[C:9]2[N:10]=[CH:11][N:12]=[C:13]([N:14]3[CH2:19][CH2:18][N:17]([C:20]([O:22][C:23]([CH3:26])([CH3:25])[CH3:24])=[O:21])[CH2:16][CH2:15]3)[C:8]=2[C@H:7]([CH3:27])[CH2:6]1)(=O)C.[Li+].[OH-].O.CO. (3) Given the product [N+:1]([C:4]1[CH:5]=[C:6]([NH:7][C:18](=[O:19])[O:20][C:21]([CH3:24])([CH3:23])[CH3:22])[CH:8]=[CH:9][CH:10]=1)([O-:3])=[O:2], predict the reactants needed to synthesize it. The reactants are: [N+:1]([C:4]1[CH:5]=[C:6]([CH:8]=[CH:9][CH:10]=1)[NH2:7])([O-:3])=[O:2].C(N(CC)CC)C.[C:18](O[C:18]([O:20][C:21]([CH3:24])([CH3:23])[CH3:22])=[O:19])([O:20][C:21]([CH3:24])([CH3:23])[CH3:22])=[O:19].